The task is: Binary Classification. Given a miRNA mature sequence and a target amino acid sequence, predict their likelihood of interaction.. This data is from Experimentally validated miRNA-target interactions with 360,000+ pairs, plus equal number of negative samples. (1) The miRNA is hsa-miR-8485 with sequence CACACACACACACACACGUAU. The protein sequence of the target gene is MFDIKAWAEYVVEWAAKDPYGFLTTVILALTPLFLASAVLSWKLAKMIEAREKEQKKKQKRQENIAKAKRLKKD. Result: 1 (interaction). (2) The miRNA is hsa-miR-197-3p with sequence UUCACCACCUUCUCCACCCAGC. The protein sequence of the target gene is MEKIPVSAFLLLVALSYTLARDTTVKPGAKKDTKDSRPKLPQTLSRGWGDQLIWTQTYEEALYKSKTSNKPLMIIHHLDECPHSQALKKVFAENKEIQKLAEQFVLLNLVYETTDKHLSPDGQYVPRIMFVDPSLTVRADITGRYSNRLYAYEPADTALLLDNMKKALKLLKTEL. Result: 1 (interaction). (3) The miRNA is mmu-miR-19a-3p with sequence UGUGCAAAUCUAUGCAAAACUGA. The protein sequence of the target gene is MAFVATQGATVVDQTTLMKKYLQFVAALTDVNTPDETKLKMMQEVSENFENVTSSPQYSTFLEHIIPRFLTFLQDGEVQFLQEKPAQQLRKLVLEIIHRIPTNEHLRPHTKNVLSVMFRFLETENEENVLICLRIIIELHKQFRPPITQEIHHFLDFVKQIYKELPKVVNRYFENPQVIPENTVPPPEMVGMITTIAVKVNPEREDSETRTHSIIPRGSLSLKVLAELPIIVVLMYQLYKLNIHNVVAEFVPLIMNTIAIQVSAQARQHKLYNKELYADFIAAQIKTLSFLAYIIRIYQE.... Result: 0 (no interaction). (4) The miRNA is mmu-miR-467e-3p with sequence AUAUACAUACACACACCUAUAU. The protein sequence of the target gene is MASPAASSVRPPRPKKEPQTLVIPKNAAEEQKLKLERLMKNPDKAVPIPEKMSEWAPRPPPEFVRDVMGSSAGAGSGEFHVYRHLRRREYQRQDYMDAMAEKQKLDAEFQKRLEKNKIAAEEQTAKRRKKRQKLKEKKLLAKKMKLEQKKQEGPGQPKEQGSSSSAEASGTEEEEEVPSFTMGR. Result: 0 (no interaction). (5) The miRNA is mmu-miR-466g with sequence AUACAGACACAUGCACACACA. The protein sequence of the target gene is MTANRDAALSSHRHPGCAQRPRTPTFASSSQRRSAFGFDDGNFPGLGERSHAPGSRLGARRRAKTARGLRGHRQRGAGAGLSRPGSARAPSPPRPGGPENPGGVLSVELPGLLAQLARSFALLLPVYALGYLGLSFSWVLLALALLAWCRRSRGLKALRLCRALALLEDEERVVRLGVRACDLPAWVHFPDTERAEWLNKTVKHMWPFICQFIEKLFRETIEPAVRGANTHLSTFSFTKVDVGQQPLRINGVKVYTENVDKRQIILDLQISFVGNCEIDLEIKRYFCRAGVKSIQIHGTM.... Result: 0 (no interaction). (6) The miRNA is hsa-miR-450a-1-3p with sequence AUUGGGAACAUUUUGCAUGUAU. The protein sequence of the target gene is MNPQIRNPMKAMYPGTFYFQFKNLWEANDRNETWLCFTVEGIKRRSVVSWKTGVFRNQVDSETHCHAERCFLSWFCDDILSPNTKYQVTWYTSWSPCPDCAGEVAEFLARHSNVNLTIFTARLYYFQYPCYQEGLRSLSQEGVAVEIMDYEDFKYCWENFVYNDNEPFKPWKGLKTNFRLLKRRLRESLQ. Result: 0 (no interaction).